This data is from Forward reaction prediction with 1.9M reactions from USPTO patents (1976-2016). The task is: Predict the product of the given reaction. (1) Given the reactants [NH2:1][CH:2]([C:10]1[C:15]([O:16][CH3:17])=[CH:14][CH:13]=[CH:12][C:11]=1[O:18][CH3:19])[CH2:3][CH2:4][CH2:5][C:6]([O:8]C)=O.[F:20][C:21]1[CH:26]=[CH:25][C:24]([C:27]2[N:32]=[C:31]([CH:33]=O)[CH:30]=[CH:29][CH:28]=2)=[CH:23][CH:22]=1, predict the reaction product. The product is: [CH3:19][O:18][C:11]1[CH:12]=[CH:13][CH:14]=[C:15]([O:16][CH3:17])[C:10]=1[CH:2]1[N:1]([CH2:33][C:31]2[CH:30]=[CH:29][CH:28]=[C:27]([C:24]3[CH:23]=[CH:22][C:21]([F:20])=[CH:26][CH:25]=3)[N:32]=2)[C:6](=[O:8])[CH2:5][CH2:4][CH2:3]1. (2) Given the reactants [CH3:1][O:2][C:3]1[CH:4]=[C:5]([CH:15]=[CH:16][C:17]=1[O:18][CH2:19][C:20]1[CH:21]=[N:22][C:23]([O:26][CH3:27])=[CH:24][CH:25]=1)[CH2:6][NH:7]C(=O)OC(C)(C)C.FC(F)(F)C(O)=O, predict the reaction product. The product is: [CH3:1][O:2][C:3]1[CH:4]=[C:5]([CH2:6][NH2:7])[CH:15]=[CH:16][C:17]=1[O:18][CH2:19][C:20]1[CH:21]=[N:22][C:23]([O:26][CH3:27])=[CH:24][CH:25]=1. (3) Given the reactants [C:1]([Cl:4])(Cl)=[O:2].[CH3:5][C:6]1[CH:11]=[C:10]([NH:12][CH3:13])[CH:9]=[C:8]([CH3:14])[C:7]=1/[CH:15]=[CH:16]/[S:17]([N:20]1[CH2:41][CH2:40][C:23]2([N:27]=[C:26]([C:28]3[CH:33]=[CH:32][CH:31]=[C:30]([O:34][C:35]([F:38])([F:37])[F:36])[CH:29]=3)[NH:25][C:24]2=[O:39])[CH2:22][CH2:21]1)(=[O:19])=[O:18].C(N(CC)CC)C, predict the reaction product. The product is: [CH3:5][C:6]1[CH:11]=[C:10]([N:12]([CH3:13])[C:1]([Cl:4])=[O:2])[CH:9]=[C:8]([CH3:14])[C:7]=1/[CH:15]=[CH:16]/[S:17]([N:20]1[CH2:21][CH2:22][C:23]2([N:27]=[C:26]([C:28]3[CH:33]=[CH:32][CH:31]=[C:30]([O:34][C:35]([F:36])([F:38])[F:37])[CH:29]=3)[NH:25][C:24]2=[O:39])[CH2:40][CH2:41]1)(=[O:18])=[O:19].